This data is from NCI-60 drug combinations with 297,098 pairs across 59 cell lines. The task is: Regression. Given two drug SMILES strings and cell line genomic features, predict the synergy score measuring deviation from expected non-interaction effect. (1) Drug 1: CC1=C2C(C(=O)C3(C(CC4C(C3C(C(C2(C)C)(CC1OC(=O)C(C(C5=CC=CC=C5)NC(=O)C6=CC=CC=C6)O)O)OC(=O)C7=CC=CC=C7)(CO4)OC(=O)C)O)C)OC(=O)C. Drug 2: C#CCC(CC1=CN=C2C(=N1)C(=NC(=N2)N)N)C3=CC=C(C=C3)C(=O)NC(CCC(=O)O)C(=O)O. Cell line: LOX IMVI. Synergy scores: CSS=61.1, Synergy_ZIP=3.71, Synergy_Bliss=-1.69, Synergy_Loewe=-3.02, Synergy_HSA=-1.49. (2) Drug 1: C1=CC=C(C(=C1)C(C2=CC=C(C=C2)Cl)C(Cl)Cl)Cl. Drug 2: C#CCC(CC1=CN=C2C(=N1)C(=NC(=N2)N)N)C3=CC=C(C=C3)C(=O)NC(CCC(=O)O)C(=O)O. Cell line: SF-295. Synergy scores: CSS=-1.66, Synergy_ZIP=2.61, Synergy_Bliss=2.63, Synergy_Loewe=-1.13, Synergy_HSA=-3.39. (3) Drug 1: CN(C)C1=NC(=NC(=N1)N(C)C)N(C)C. Drug 2: CC(C)(C#N)C1=CC(=CC(=C1)CN2C=NC=N2)C(C)(C)C#N. Cell line: NCI/ADR-RES. Synergy scores: CSS=-2.22, Synergy_ZIP=-0.763, Synergy_Bliss=-5.81, Synergy_Loewe=-4.97, Synergy_HSA=-7.35.